This data is from Full USPTO retrosynthesis dataset with 1.9M reactions from patents (1976-2016). The task is: Predict the reactants needed to synthesize the given product. (1) Given the product [Cl:1][C:2]1[CH:15]=[C:14]([NH2:16])[CH:13]=[CH:12][C:3]=1[O:4][CH2:5][C:6]1[CH:11]=[CH:10][CH:9]=[CH:8][N:7]=1, predict the reactants needed to synthesize it. The reactants are: [Cl:1][C:2]1[CH:15]=[C:14]([N+:16]([O-])=O)[CH:13]=[CH:12][C:3]=1[O:4][CH2:5][C:6]1[CH:11]=[CH:10][CH:9]=[CH:8][N:7]=1.C(OCC)(=O)C. (2) Given the product [CH3:1][C:2]1[CH:6]=[C:5]([C:7]2[CH:12]=[CH:11][C:10]([CH3:13])=[CH:9][CH:8]=2)[S:4][C:3]=1[C:14]([OH:17])=[O:15], predict the reactants needed to synthesize it. The reactants are: [CH3:1][C:2]1[CH:6]=[C:5]([C:7]2[CH:12]=[CH:11][C:10]([CH3:13])=[CH:9][CH:8]=2)[S:4][C:3]=1[CH:14]=[O:15].P([O-])(O)(O)=[O:17].[Na+].S(=O)(=O)(O)N.Cl([O-])=O.[Na+].S([O-])([O-])=O.[Na+].[Na+].Cl. (3) Given the product [F:38][C:39]1[CH:45]=[CH:44][C:42]([NH:43][C:5]([NH:37][C:34]2[CH:33]=[CH:32][C:31]([C:22]3[N:23]=[C:24]([N:25]4[CH2:30][CH2:29][O:28][CH2:27][CH2:26]4)[C:19]4[N:18]=[N:17][N:16]([CH:13]([CH3:15])[CH3:14])[C:20]=4[N:21]=3)=[CH:36][CH:35]=2)=[O:11])=[CH:41][CH:40]=1, predict the reactants needed to synthesize it. The reactants are: ClC(Cl)(O[C:5](=[O:11])OC(Cl)(Cl)Cl)Cl.[CH:13]([N:16]1[C:20]2[N:21]=[C:22]([C:31]3[CH:36]=[CH:35][C:34]([NH2:37])=[CH:33][CH:32]=3)[N:23]=[C:24]([N:25]3[CH2:30][CH2:29][O:28][CH2:27][CH2:26]3)[C:19]=2[N:18]=[N:17]1)([CH3:15])[CH3:14].[F:38][C:39]1[CH:45]=[CH:44][C:42]([NH2:43])=[CH:41][CH:40]=1.CCN(CC)CC.